Dataset: Reaction yield outcomes from USPTO patents with 853,638 reactions. Task: Predict the reaction yield, written as a fraction of the theoretical maximum amount of product (1.0 means a 100% yield; for example, 0.34 means a 34% yield). The reactants are [N:1]1([C:7]2[N:12]=[C:11]([N:13]3[CH:18]4[CH2:19][CH2:20][CH:14]3[CH2:15][O:16][CH2:17]4)[N:10]=[C:9]([C:21]3[CH:27]=[CH:26][C:24]([NH2:25])=[CH:23][CH:22]=3)[N:8]=2)[CH2:6][CH2:5][O:4][CH2:3][CH2:2]1.ClC(Cl)(O[C:32](=[O:38])OC(Cl)(Cl)Cl)Cl.[NH2:40][C:41]1[CH:48]=[CH:47][C:44]([CH2:45][OH:46])=[CH:43][CH:42]=1. No catalyst specified. The product is [OH:46][CH2:45][C:44]1[CH:47]=[CH:48][C:41]([NH:40][C:32]([NH:25][C:24]2[CH:26]=[CH:27][C:21]([C:9]3[N:8]=[C:7]([N:1]4[CH2:2][CH2:3][O:4][CH2:5][CH2:6]4)[N:12]=[C:11]([N:13]4[CH:14]5[CH2:20][CH2:19][CH:18]4[CH2:17][O:16][CH2:15]5)[N:10]=3)=[CH:22][CH:23]=2)=[O:38])=[CH:42][CH:43]=1. The yield is 0.310.